Dataset: hERG Central: cardiac toxicity at 1µM, 10µM, and general inhibition. Task: Predict hERG channel inhibition at various concentrations. (1) The compound is O=C1N(Cc2cccc(Cl)c2)C[C@@H]2C[C@@H](c3cccn3-c3ccccn3)N3CCC[C@@]123. Results: hERG_inhib (hERG inhibition (general)): blocker. (2) The molecule is Cc1nnc2ccc(-c3cccc(NC(=O)c4ccc(Cl)nc4)c3)nn12. Results: hERG_inhib (hERG inhibition (general)): blocker. (3) The molecule is O=C(Cn1ccccc1=O)Nc1ccc(Cl)c(S(=O)(=O)N2CCCCC2)c1. Results: hERG_inhib (hERG inhibition (general)): blocker. (4) The molecule is CCn1ccnc1CN1CCCC(C(=O)c2cc(Cl)ccc2OC)C1. Results: hERG_inhib (hERG inhibition (general)): blocker. (5) The molecule is NC(N)=NC(=O)c1nc(Cl)c(N2CCCCCC2)nc1N. Results: hERG_inhib (hERG inhibition (general)): blocker. (6) The molecule is CC(=O)N1CCN(C(=O)c2cc(-c3ccc(Cl)s3)nc3ccccc23)CC1. Results: hERG_inhib (hERG inhibition (general)): blocker. (7) Results: hERG_inhib (hERG inhibition (general)): blocker. The molecule is CN(CC(=O)NCc1ccc(Cl)cc1)S(=O)(=O)c1cccc2nsnc12. (8) The drug is CC1(C)Cc2c(C#N)c(NCCCO)nc(-c3ccccc3)c2CO1. Results: hERG_inhib (hERG inhibition (general)): blocker.